Task: Predict which catalyst facilitates the given reaction.. Dataset: Catalyst prediction with 721,799 reactions and 888 catalyst types from USPTO (1) Reactant: [CH2:1]([N:4]([CH2:47][CH2:48][CH3:49])[C:5]([CH2:7][O:8][C:9](=[O:46])[CH2:10][CH2:11][NH:12][S:13]([C:16]1[CH:21]=[CH:20][CH:19]=[C:18]([C:22]([N:24]2[CH2:45][CH2:44][C:27]3([NH:31]/[C:30](=[N:32]/[C:33]([C:35]4[C:40]([NH2:41])=[N:39][C:38]([NH2:42])=[C:37]([Cl:43])[N:36]=4)=[O:34])/[NH:29][CH2:28]3)[CH2:26][CH2:25]2)=[O:23])[CH:17]=1)(=[O:15])=[O:14])=[O:6])[CH2:2][CH3:3].O.[C:51]([OH:58])(=[O:57])[CH2:52][CH2:53][C:54]([OH:56])=[O:55]. Product: [C:51]([OH:58])(=[O:57])[CH2:52][CH2:53][C:54]([OH:56])=[O:55].[CH2:47]([N:4]([CH2:1][CH2:2][CH3:3])[C:5]([CH2:7][O:8][C:9](=[O:46])[CH2:10][CH2:11][NH:12][S:13]([C:16]1[CH:21]=[CH:20][CH:19]=[C:18]([C:22]([N:24]2[CH2:45][CH2:44][C:27]3([NH:31]/[C:30](=[N:32]/[C:33]([C:35]4[C:40]([NH2:41])=[N:39][C:38]([NH2:42])=[C:37]([Cl:43])[N:36]=4)=[O:34])/[NH:29][CH2:28]3)[CH2:26][CH2:25]2)=[O:23])[CH:17]=1)(=[O:15])=[O:14])=[O:6])[CH2:48][CH3:49]. The catalyst class is: 10. (2) Reactant: [NH2:1][C:2]1[CH:3]=[CH:4][C:5]([NH:8][CH2:9][CH2:10][N:11]2[CH:15]=[CH:14][C:13]([NH:16][C:17]([C:30]3[CH:35]=[CH:34][CH:33]=[CH:32][CH:31]=3)([C:24]3[CH:29]=[CH:28][CH:27]=[CH:26][CH:25]=3)[C:18]3[CH:23]=[CH:22][CH:21]=[CH:20][CH:19]=3)=[N:12]2)=[N:6][CH:7]=1.[Cl:36][C:37]1[CH:45]=[CH:44][C:40]([C:41](O)=[O:42])=[C:39]([N:46]([CH3:48])[CH3:47])[CH:38]=1.ON1C2C=CC=CC=2N=N1.Cl.CN(C)CCCN=C=NCC. Product: [Cl:36][C:37]1[CH:45]=[CH:44][C:40]([C:41]([NH:1][C:2]2[CH:7]=[N:6][C:5]([NH:8][CH2:9][CH2:10][N:11]3[CH:15]=[CH:14][C:13]([NH:16][C:17]([C:30]4[CH:35]=[CH:34][CH:33]=[CH:32][CH:31]=4)([C:24]4[CH:25]=[CH:26][CH:27]=[CH:28][CH:29]=4)[C:18]4[CH:23]=[CH:22][CH:21]=[CH:20][CH:19]=4)=[N:12]3)=[CH:4][CH:3]=2)=[O:42])=[C:39]([N:46]([CH3:48])[CH3:47])[CH:38]=1. The catalyst class is: 289. (3) Reactant: [Cl:1][C:2]1[CH:3]=[C:4]([NH2:17])[CH:5]=[CH:6][C:7]=1[O:8][CH2:9][C:10]1[CH:15]=[CH:14][CH:13]=[C:12]([F:16])[CH:11]=1.Cl[C:19]1[C:28]2[C:23](=[CH:24][CH:25]=[C:26]([I:29])[CH:27]=2)[N:22]=[CH:21][N:20]=1.CC(O)(C)C. Product: [ClH:1].[Cl:1][C:2]1[CH:3]=[C:4]([NH:17][C:19]2[C:28]3[C:23](=[CH:24][CH:25]=[C:26]([I:29])[CH:27]=3)[N:22]=[CH:21][N:20]=2)[CH:5]=[CH:6][C:7]=1[O:8][CH2:9][C:10]1[CH:15]=[CH:14][CH:13]=[C:12]([F:16])[CH:11]=1. The catalyst class is: 26. (4) Reactant: C(OC([N:8]1[CH2:13][CH2:12][C:11]([NH:26]C(OC(C)(C)C)=O)([C:14](=[O:25])[NH:15][CH2:16][C:17]2[CH:22]=[CH:21][C:20]([O:23][CH3:24])=[CH:19][CH:18]=2)[CH2:10][CH2:9]1)=O)(C)(C)C. The catalyst class is: 281. Product: [CH3:24][O:23][C:20]1[CH:19]=[CH:18][C:17]([CH2:16][NH:15][C:14]([C:11]2([NH2:26])[CH2:12][CH2:13][NH:8][CH2:9][CH2:10]2)=[O:25])=[CH:22][CH:21]=1. (5) Reactant: [Cl:1][C:2]1[N:3]=[CH:4][C:5]2[CH:10]=[CH:9][NH:8][C:6]=2[N:7]=1.C(=O)([O-])[O-].[K+].[K+].Br[CH2:18][C:19]1[CH:24]=[CH:23][CH:22]=[C:21]([N+:25]([O-:27])=[O:26])[CH:20]=1. Product: [Cl:1][C:2]1[N:3]=[CH:4][C:5]2[CH:10]=[CH:9][N:8]([CH2:18][C:19]3[CH:24]=[CH:23][CH:22]=[C:21]([N+:25]([O-:27])=[O:26])[CH:20]=3)[C:6]=2[N:7]=1. The catalyst class is: 115. (6) Reactant: [Br:1][C:2]1[CH:7]=[CH:6][C:5](F)=[C:4]([N+:9]([O-:11])=[O:10])[CH:3]=1.C(N(CC)CC)C.[CH2:19]([O:21][C:22]1[CH:28]=[CH:27][C:25]([NH2:26])=[CH:24][CH:23]=1)[CH3:20]. Product: [Br:1][C:2]1[CH:7]=[CH:6][C:5]([NH:26][C:25]2[CH:27]=[CH:28][C:22]([O:21][CH2:19][CH3:20])=[CH:23][CH:24]=2)=[C:4]([N+:9]([O-:11])=[O:10])[CH:3]=1. The catalyst class is: 10.